From a dataset of Reaction yield outcomes from USPTO patents with 853,638 reactions. Predict the reaction yield, written as a fraction of the theoretical maximum amount of product (1.0 means a 100% yield; for example, 0.34 means a 34% yield). The reactants are [NH2:1][C:2]1[CH:6]=[CH:5][N:4]([CH3:7])[N:3]=1.C[Al](C)C.CCCCCC.C([O:20][C:21]([C:23]1[C:28]([Br:29])=[CH:27][CH:26]=[C:25]([CH3:30])[N:24]=1)=O)C. The catalyst is O1CCOCC1. The product is [CH3:7][N:4]1[CH:5]=[CH:6][C:2]([NH:1][C:21]([C:23]2[C:28]([Br:29])=[CH:27][CH:26]=[C:25]([CH3:30])[N:24]=2)=[O:20])=[N:3]1. The yield is 0.820.